Dataset: Catalyst prediction with 721,799 reactions and 888 catalyst types from USPTO. Task: Predict which catalyst facilitates the given reaction. (1) Product: [CH:49]1([NH:48][C:36]([NH:18][C:17]2[CH:19]=[CH:20][C:14]([C:12]3[N:13]=[C:8]([N:7]4[CH2:6][CH2:5][O:4][CH2:3][C@@H:2]4[CH3:1])[C:9]4[CH2:24][CH2:23][N:22]([C:25]5[N:26]=[CH:27][CH:28]=[CH:29][N:30]=5)[CH2:21][C:10]=4[N:11]=3)=[CH:15][CH:16]=2)=[O:31])[CH2:52][CH2:51][CH2:50]1. The catalyst class is: 11. Reactant: [CH3:1][C@@H:2]1[N:7]([C:8]2[C:9]3[CH2:24][CH2:23][N:22]([C:25]4[N:30]=[CH:29][CH:28]=[CH:27][N:26]=4)[CH2:21][C:10]=3[N:11]=[C:12]([C:14]3[CH:20]=[CH:19][C:17]([NH2:18])=[CH:16][CH:15]=3)[N:13]=2)[CH2:6][CH2:5][O:4][CH2:3]1.[O:31]1[CH2:36]COCC1.C(N(CC)CC)C.C(Cl)(Cl)=O.[NH2:48][CH:49]1[CH2:52][CH2:51][CH2:50]1. (2) Reactant: C1C2C(C[C@:15]([NH:58][C:59](=[O:64])[C:60]([NH2:63])([CH3:62])[CH3:61])([CH:55]([CH3:57])[CH3:56])[C:16]([N:18]([C@@H:20]([CH:50]3[CH2:54][CH2:53][CH2:52][CH2:51]3)[C@H:21]([O:48][CH3:49])[CH2:22][C:23]([N:25]3[CH2:29][CH2:28][CH2:27][C@H:26]3[C@H:30]([O:46][CH3:47])[C@@H:31]([CH3:45])[C:32]([NH:34][C@H:35]([CH3:44])[C@@H:36]([OH:43])[C:37]3[CH:42]=[CH:41][CH:40]=[CH:39][CH:38]=3)=[O:33])=[O:24])[CH3:19])=[O:17])C3C(=CC=CC=3)C=2C=CC=1. Product: [NH2:63][C:60]([CH3:62])([CH3:61])[C:59]([NH:58][C@@H:15]([CH:55]([CH3:57])[CH3:56])[C:16]([N:18]([C@@H:20]([CH:50]1[CH2:51][CH2:52][CH2:53][CH2:54]1)[C@H:21]([O:48][CH3:49])[CH2:22][C:23]([N:25]1[CH2:29][CH2:28][CH2:27][C@H:26]1[C@H:30]([O:46][CH3:47])[C@@H:31]([CH3:45])[C:32]([NH:34][C@H:35]([CH3:44])[C@@H:36]([OH:43])[C:37]1[CH:38]=[CH:39][CH:40]=[CH:41][CH:42]=1)=[O:33])=[O:24])[CH3:19])=[O:17])=[O:64]. The catalyst class is: 2. (3) Reactant: Br[CH:2](Br)[C:3]1[C:12]2[O:11][C:10]([CH3:13])=[CH:9][C:8](=[O:14])[C:7]=2[C:6]([C:15]#[N:16])=[CH:5][CH:4]=1.C[N+]1([O-])CC[O:22]CC1. Product: [CH:2]([C:3]1[C:12]2[O:11][C:10]([CH3:13])=[CH:9][C:8](=[O:14])[C:7]=2[C:6]([C:15]#[N:16])=[CH:5][CH:4]=1)=[O:22]. The catalyst class is: 10. (4) Reactant: [CH2:1]([S:8][C:9]1[N:14]=[C:13]([O:15]C)[C:12]([O:17]C)=[CH:11][CH:10]=1)[C:2]1[CH:7]=[CH:6][CH:5]=[CH:4][CH:3]=1.B(Br)(Br)Br.O. Product: [CH2:1]([S:8][C:9]1[NH:14][C:13](=[O:15])[C:12]([OH:17])=[CH:11][CH:10]=1)[C:2]1[CH:3]=[CH:4][CH:5]=[CH:6][CH:7]=1. The catalyst class is: 4. (5) Reactant: [CH2:1]([N:4]([CH2:16][CH2:17][C:18]([O:20][CH2:21][CH3:22])=[O:19])[C:5](=[O:15])[C:6]1[CH:11]=[CH:10][C:9]([NH:12][CH3:13])=[C:8]([NH2:14])[CH:7]=1)[CH2:2][CH3:3].C1(N(CCC(OCC)=O)C(=O)C2C=CC(NCC)=C(N)C=2)C=CC=CC=1.[Cl:49][CH2:50][C:51](O)=[O:52]. Product: [CH2:1]([N:4]([CH2:16][CH2:17][C:18]([O:20][CH2:21][CH3:22])=[O:19])[C:5](=[O:15])[C:6]1[CH:11]=[CH:10][C:9]([NH:12][CH3:13])=[C:8]([NH:14][C:51](=[O:52])[CH2:50][Cl:49])[CH:7]=1)[CH2:2][CH3:3]. The catalyst class is: 7. (6) Reactant: [C:1]([O:5][C:6]([N:8]1[CH2:12][CH2:11][CH:10]([NH2:13])[CH2:9]1)=[O:7])([CH3:4])([CH3:3])[CH3:2].[C:14](OC(=O)C)(=[O:16])[CH3:15].C(N(CC)CC)C. Product: [C:1]([O:5][C:6]([N:8]1[CH2:12][CH2:11][CH:10]([NH:13][C:14](=[O:16])[CH3:15])[CH2:9]1)=[O:7])([CH3:4])([CH3:2])[CH3:3]. The catalyst class is: 68. (7) Reactant: [H-].[Na+].[CH3:3][S:4][C:5]1[N:6]=[CH:7][C:8]2[CH:14]=[CH:13][C:12](=[O:15])[NH:11][C:9]=2[N:10]=1.[Br-].[Li+].Cl[CH2:19][C:20]1[CH:25]=[CH:24][CH:23]=[CH:22][C:21]=1[S:26]([CH2:29][CH3:30])(=[O:28])=[O:27]. Product: [CH2:29]([S:26]([C:21]1[CH:22]=[CH:23][CH:24]=[CH:25][C:20]=1[CH2:19][N:11]1[C:9]2[N:10]=[C:5]([S:4][CH3:3])[N:6]=[CH:7][C:8]=2[CH:14]=[CH:13][C:12]1=[O:15])(=[O:28])=[O:27])[CH3:30]. The catalyst class is: 9. (8) Reactant: [Br:1][C:2]1[CH:7]=[CH:6][C:5]([NH:8][CH:9]2[CH2:15][CH:14]3[N:16]([CH3:17])[CH:11]([CH2:12][CH2:13]3)[CH2:10]2)=[C:4]([CH2:18][CH:19](OC)OC)[CH:3]=1. Product: [Br:1][C:2]1[CH:3]=[C:4]2[C:5](=[CH:6][CH:7]=1)[N:8]([CH:9]1[CH2:15][CH:14]3[N:16]([CH3:17])[CH:11]([CH2:12][CH2:13]3)[CH2:10]1)[CH:19]=[CH:18]2. The catalyst class is: 209.